Predict the product of the given reaction. From a dataset of Forward reaction prediction with 1.9M reactions from USPTO patents (1976-2016). (1) Given the reactants [Cl:1][C:2]1[CH:7]=[CH:6][C:5]([NH:8][C:9](=[O:14])[CH2:10][CH2:11][C:12]#[CH:13])=[CH:4][CH:3]=1.[O:15](C(OC(C)(C)C)=O)[C:16]([O:18][C:19]([CH3:22])([CH3:21])[CH3:20])=O, predict the reaction product. The product is: [Cl:1][C:2]1[CH:3]=[CH:4][C:5]([N:8]([C:9](=[O:14])[CH2:10][CH2:11][C:12]#[CH:13])[C:16](=[O:15])[O:18][C:19]([CH3:22])([CH3:21])[CH3:20])=[CH:6][CH:7]=1. (2) Given the reactants C[Si]([N-][Si](C)(C)C)(C)C.[Li+].F[C:12]1[C:13]([C:18]2[NH:27][C:26](=[O:28])[C:25]3[C:20](=[CH:21][C:22]([O:31][CH3:32])=[CH:23][C:24]=3[O:29][CH3:30])[N:19]=2)=[N:14][CH:15]=[CH:16][CH:17]=1.[CH3:33][N:34]1[CH2:39][CH2:38][CH:37]([NH2:40])[CH2:36][CH2:35]1, predict the reaction product. The product is: [CH3:30][O:29][C:24]1[CH:23]=[C:22]([O:31][CH3:32])[CH:21]=[C:20]2[C:25]=1[C:26](=[O:28])[NH:27][C:18]([C:13]1[C:12]([NH:40][CH:37]3[CH2:38][CH2:39][N:34]([CH3:33])[CH2:35][CH2:36]3)=[CH:17][CH:16]=[CH:15][N:14]=1)=[N:19]2. (3) Given the reactants Cl[C:2]1[N:7]=[C:6](Cl)[CH:5]=[CH:4][N:3]=1.[Br-].O1CCOC1[C:15]1[S:19][C:18]([Zn+])=[CH:17][CH:16]=1, predict the reaction product. The product is: [S:19]1[CH:15]=[CH:16][CH:17]=[C:18]1[C:6]1[CH:5]=[CH:4][N:3]=[CH:2][N:7]=1. (4) Given the reactants [F:1][C:2]1[C:7]([CH:8]=[O:9])=[C:6]([F:10])[CH:5]=[CH:4][C:3]=1[O:11]C(=O)OC(C)(C)C.[N:19]1[CH:24]=[CH:23][CH:22]=[C:21]([C:25]2[CH:26]=[C:27]3[CH:33]=[CH:32][NH:31][C:28]3=[N:29][CH:30]=2)[CH:20]=1.[OH-].[K+].O, predict the reaction product. The product is: [F:1][C:2]1[C:7]([CH:8]([OH:9])[C:33]2[C:27]3[C:28](=[N:29][CH:30]=[C:25]([C:21]4[CH:20]=[N:19][CH:24]=[CH:23][CH:22]=4)[CH:26]=3)[NH:31][CH:32]=2)=[C:6]([F:10])[CH:5]=[CH:4][C:3]=1[OH:11]. (5) Given the reactants [CH:1]1([CH:7]([OH:9])[CH3:8])[CH2:6][CH2:5][CH2:4][CH2:3][CH2:2]1.C(N(CC)CC)C.[CH3:17][S:18](Cl)(=[O:20])=[O:19], predict the reaction product. The product is: [CH3:17][S:18]([O:9][CH:7]([CH:1]1[CH2:6][CH2:5][CH2:4][CH2:3][CH2:2]1)[CH3:8])(=[O:20])=[O:19]. (6) Given the reactants Br[C:2]1[C:3]([CH3:9])=[CH:4][C:5]([NH2:8])=[N:6][CH:7]=1.[C:10]([Cu])#[N:11].C(N)CN, predict the reaction product. The product is: [NH2:8][C:5]1[CH:4]=[C:3]([CH3:9])[C:2]([C:10]#[N:11])=[CH:7][N:6]=1.